From a dataset of Experimentally validated miRNA-target interactions with 360,000+ pairs, plus equal number of negative samples. Binary Classification. Given a miRNA mature sequence and a target amino acid sequence, predict their likelihood of interaction. (1) The miRNA is hsa-miR-30a-3p with sequence CUUUCAGUCGGAUGUUUGCAGC. The protein sequence of the target gene is MSSESSKKRKPKVIRSDGAPAEGKRNRSDTEQEGKYYSEEAEVDLRDPGRDYELYKYTCQELQRLMAEIQDLKSRGGKDVAIEIEERRIQSCVHFMTLKKLNRLAHIRLKKGRDQTHEAKQKVDAYHLQLQNLLYEVMHLQKEITKCLEFKSKHEEIDLVSLEEFYKEAPPDISKAEVTMGDPHQQTLARLDWELEQRKRLAEKYRECLSNKEKILKEIEVKKEYLSSLQPRLNSIMQASLPVQEYLFMPFDQAHKQYETARHLPPPLYVLFVQATAYGQACDKTLSVAIEGSVDEAKAL.... Result: 1 (interaction). (2) The miRNA is hsa-miR-522-5p with sequence CUCUAGAGGGAAGCGCUUUCUG. The protein sequence of the target gene is MANVHQENEEMEQPLQNGQEDRPVGGGEGHQPAANNNNNNHNHNHNHHRRGQARRLAPNFRWAIPNRQMNDGLGGDGDDMEMFMEEMREIRRKLRELQLRNCLRILMGELSNHHDHHDEFCLMP. Result: 0 (no interaction).